Predict the product of the given reaction. From a dataset of Forward reaction prediction with 1.9M reactions from USPTO patents (1976-2016). The product is: [CH3:5][O:6][C:7](=[O:30])[CH2:8][CH2:9][CH2:10][C:11]#[C:12][CH2:13][N:14]1[C:15](=[O:29])[CH2:16][CH2:17][CH2:18][C@@H:19]1/[CH:20]=[CH:21]/[CH:22]([OH:28])[CH2:23][CH2:24][CH2:25][CH2:26][CH3:27].[OH:6][CH2:7][CH2:8][CH2:9][CH2:10][C:11]#[C:12][CH2:13][N:14]1[C@@H:19](/[CH:20]=[CH:21]/[CH:22]([OH:28])[CH2:23][CH2:24][CH2:25][CH2:26][CH3:27])[CH2:18][CH2:17][CH2:16][C:15]1=[O:29]. Given the reactants [BH4-].[Na+].CO.[CH3:5][O:6][C:7](=[O:30])[CH2:8][CH2:9][CH2:10][C:11]#[C:12][CH2:13][N:14]1[C@@H:19](/[CH:20]=[CH:21]/[C:22](=[O:28])[CH2:23][CH2:24][CH2:25][CH2:26][CH3:27])[CH2:18][CH2:17][CH2:16][C:15]1=[O:29], predict the reaction product.